The task is: Predict the reactants needed to synthesize the given product.. This data is from Full USPTO retrosynthesis dataset with 1.9M reactions from patents (1976-2016). (1) Given the product [O:14]1[CH2:15][CH2:16][CH2:17][CH2:18][CH:13]1[O:12][CH2:11][C:8]1[N:9]=[CH:10][C:5]2[CH2:4][CH2:3][CH2:2][O:19][C:6]=2[CH:7]=1, predict the reactants needed to synthesize it. The reactants are: O[CH2:2][CH2:3][CH2:4][C:5]1[C:6](=[O:19])[CH:7]=[C:8]([CH2:11][O:12][CH:13]2[CH2:18][CH2:17][CH2:16][CH2:15][O:14]2)[NH:9][CH:10]=1.C1(P(C2C=CC=CC=2)C2C=CC=CC=2)C=CC=CC=1.N(C(OCC)=O)=NC(OCC)=O.C1(C)C=CC=CC=1. (2) Given the product [CH3:1][C:2]1([CH3:18])[O:7][C:6](=[O:8])[NH:5][C:4]2[CH:9]=[CH:10][C:11]([C:13]3[N:14]([CH3:19])[CH:15]=[CH:16][CH:17]=3)=[CH:12][C:3]1=2, predict the reactants needed to synthesize it. The reactants are: [CH3:1][C:2]1([CH3:18])[O:7][C:6](=[O:8])[NH:5][C:4]2[CH:9]=[CH:10][C:11]([C:13]3[NH:14][CH:15]=[CH:16][CH:17]=3)=[CH:12][C:3]1=2.[C:19](=O)([O-])[O-].[K+].[K+].CI.O. (3) Given the product [CH:14]([C:6]1[C:5]([C:3]2[NH:17][C:18](=[S:19])[NH:20][CH:2]=2)=[C:9]2[CH:10]=[CH:11][CH:12]=[CH:13][N:8]2[N:7]=1)([CH3:16])[CH3:15], predict the reactants needed to synthesize it. The reactants are: Cl[CH2:2][C:3]([C:5]1[C:6]([CH:14]([CH3:16])[CH3:15])=[N:7][N:8]2[CH:13]=[CH:12][CH:11]=[CH:10][C:9]=12)=O.[NH2:17][C:18]([NH2:20])=[S:19].CC(O)=O. (4) Given the product [F:23][C:24]1[CH:32]=[CH:31][CH:30]=[C:29]([F:33])[C:25]=1[C:26]([NH:19][C:16]1[CH:15]=[CH:14][C:13]([C:3]2[CH:4]=[C:5]([C:8]3[O:9][CH:10]=[N:11][N:12]=3)[CH:6]=[CH:7][C:2]=2[CH3:1])=[CH:18][N:17]=1)=[O:27], predict the reactants needed to synthesize it. The reactants are: [CH3:1][C:2]1[CH:7]=[CH:6][C:5]([C:8]2[O:9][CH:10]=[N:11][N:12]=2)=[CH:4][C:3]=1[C:13]1[CH:14]=[CH:15][C:16]([NH2:19])=[N:17][CH:18]=1.C(Cl)Cl.[F:23][C:24]1[CH:32]=[CH:31][CH:30]=[C:29]([F:33])[C:25]=1[C:26](Cl)=[O:27].